This data is from Forward reaction prediction with 1.9M reactions from USPTO patents (1976-2016). The task is: Predict the product of the given reaction. (1) Given the reactants Cl[C:2]1[CH:7]=[CH:6][N:5]=[CH:4][C:3]=1[NH2:8].[NH:9]1[CH2:14][CH2:13][O:12][CH2:11][CH2:10]1.O, predict the reaction product. The product is: [O:12]1[CH2:13][CH2:14][N:9]([C:2]2[CH:7]=[CH:6][N:5]=[CH:4][C:3]=2[NH2:8])[CH2:10][CH2:11]1. (2) Given the reactants [F:1][C:2]1[CH:7]=[CH:6][C:5]([F:8])=[CH:4][C:3]=1B(O)O.C(=O)([O-])[O-].[K+].[K+].Br[C:19]1[CH:24]=[C:23]([F:25])[CH:22]=[CH:21][C:20]=1[C:26](=[O:28])[CH3:27], predict the reaction product. The product is: [F:1][C:2]1[CH:7]=[CH:6][C:5]([F:8])=[CH:4][C:3]=1[C:19]1[CH:24]=[C:23]([F:25])[CH:22]=[CH:21][C:20]=1[C:26](=[O:28])[CH3:27]. (3) Given the reactants Cl.[Cl:2][C:3]1[CH:4]=[C:5]2[C:9](=[CH:10][CH:11]=1)[NH:8][C:7]([C:12]([NH:14][C@H:15]1[CH2:20][CH2:19][C@H:18]([C:21]([O:23][CH2:24][CH3:25])=[O:22])[CH2:17][C@H:16]1[NH2:26])=[O:13])=[CH:6]2.[CH3:27][N:28]1[CH2:33][CH2:32][C:31]2[N:34]=[C:35]([C:37]([O-])=[O:38])[S:36][C:30]=2[CH2:29]1.[Li+].O.ON1C2C=CC=CC=2N=N1.Cl.CN(C)CCCN=C=NCC, predict the reaction product. The product is: [Cl:2][C:3]1[CH:4]=[C:5]2[C:9](=[CH:10][CH:11]=1)[NH:8][C:7]([C:12]([NH:14][C@H:15]1[CH2:20][CH2:19][C@H:18]([C:21]([O:23][CH2:24][CH3:25])=[O:22])[CH2:17][C@H:16]1[NH:26][C:37]([C:35]1[S:36][C:30]3[CH2:29][N:28]([CH3:27])[CH2:33][CH2:32][C:31]=3[N:34]=1)=[O:38])=[O:13])=[CH:6]2. (4) Given the reactants [C:1]([C:5]1[CH:10]=[CH:9][C:8]([CH3:11])=[CH:7][C:6]=1[OH:12])([CH3:4])([CH3:3])[CH3:2].S(=O)(=O)(O)O.[CH3:18][C:19](=[CH:21][CH3:22])[CH3:20], predict the reaction product. The product is: [C:1]([C:5]1[CH:10]=[C:9]([C:19]([CH2:21][CH3:22])([CH3:20])[CH3:18])[C:8]([CH3:11])=[CH:7][C:6]=1[OH:12])([CH3:4])([CH3:3])[CH3:2]. (5) Given the reactants [N:1]1([C:7]2[CH:8]=[CH:9][C:10]3[N:11]([C:13]([C:16]([F:19])([F:18])[F:17])=[N:14][N:15]=3)[N:12]=2)[CH2:6][CH2:5][NH:4][CH2:3][CH2:2]1.[Cl:20][C:21]1[CH:35]=[CH:34][C:24]([O:25][C:26]2[CH:27]=[C:28]([CH:31]=[CH:32][CH:33]=2)[CH:29]=O)=[CH:23][CH:22]=1, predict the reaction product. The product is: [Cl:20][C:21]1[CH:35]=[CH:34][C:24]([O:25][C:26]2[CH:27]=[C:28]([CH2:29][N:4]3[CH2:3][CH2:2][N:1]([C:7]4[CH:8]=[CH:9][C:10]5[N:11]([C:13]([C:16]([F:17])([F:18])[F:19])=[N:14][N:15]=5)[N:12]=4)[CH2:6][CH2:5]3)[CH:31]=[CH:32][CH:33]=2)=[CH:23][CH:22]=1.